This data is from Full USPTO retrosynthesis dataset with 1.9M reactions from patents (1976-2016). The task is: Predict the reactants needed to synthesize the given product. (1) Given the product [CH3:1][C:2]1[O:6][N:5]=[C:4]([C:7]2[CH:12]=[CH:11][CH:10]=[CH:9][CH:8]=2)[C:3]=1[CH2:13][O:14][C:16]1[CH:20]=[C:19]([CH3:21])[O:18][N:17]=1, predict the reactants needed to synthesize it. The reactants are: [CH3:1][C:2]1[O:6][N:5]=[C:4]([C:7]2[CH:12]=[CH:11][CH:10]=[CH:9][CH:8]=2)[C:3]=1[CH2:13][OH:14].O[C:16]1[CH:20]=[C:19]([CH3:21])[O:18][N:17]=1.C1(P(C2C=CC=CC=2)C2C=CC=CC=2)C=CC=CC=1.N(C(OCC)=O)=NC(OCC)=O. (2) The reactants are: [CH3:1][O:2][C:3](=[O:19])[CH:4]([NH:9][C:10]1[CH:15]=[CH:14][C:13]([N+:16]([O-])=O)=[CH:12][CH:11]=1)[CH2:5][CH2:6][S:7][CH3:8].C1(N)C(F)=C(F)C(F)=C(N)C=1F.[ClH:32].Cl. Given the product [ClH:32].[ClH:32].[CH3:1][O:2][C:3](=[O:19])[CH:4]([NH:9][C:10]1[CH:11]=[CH:12][C:13]([NH2:16])=[CH:14][CH:15]=1)[CH2:5][CH2:6][S:7][CH3:8], predict the reactants needed to synthesize it. (3) Given the product [CH3:1][O:2][C:3]([C:5]1[S:6][C:7]([C:26]2[CH:27]=[CH:28][CH:29]=[CH:30][CH:31]=2)=[CH:8][C:9]=1[N:10]([C:17]([C@H:19]1[CH2:20][CH2:21][C@H:22]([CH3:25])[CH2:23][CH2:24]1)=[O:18])[CH:11]1[CH2:16][CH2:15][S:14](=[O:36])[CH2:13][CH2:12]1)=[O:4], predict the reactants needed to synthesize it. The reactants are: [CH3:1][O:2][C:3]([C:5]1[S:6][C:7]([C:26]2[CH:31]=[CH:30][CH:29]=[CH:28][CH:27]=2)=[CH:8][C:9]=1[N:10]([C:17]([C@H:19]1[CH2:24][CH2:23][C@H:22]([CH3:25])[CH2:21][CH2:20]1)=[O:18])[CH:11]1[CH2:16][CH2:15][S:14][CH2:13][CH2:12]1)=[O:4].C(OO)(=O)C1C(=CC=CC=1)C(O)=[O:36].[Mg]. (4) Given the product [NH:11]1[C:15]2[CH:16]=[CH:17][CH:18]=[CH:19][C:14]=2[N:13]=[C:12]1[C@H:8]([NH:9][C:10]([NH:23][C@@H:24]([CH2:27][C:28]1[CH:33]=[CH:32][CH:31]=[CH:30][CH:29]=1)[CH2:25][OH:26])=[O:20])[CH2:7][C:6]1[CH:5]=[CH:4][C:3]([O:2][CH3:1])=[CH:22][CH:21]=1, predict the reactants needed to synthesize it. The reactants are: [CH3:1][O:2][C:3]1[CH:22]=[CH:21][C:6]([CH2:7][C@@H:8]2[C:12]3=[N:13][C:14]4[CH:19]=[CH:18][CH:17]=[CH:16][C:15]=4[N:11]3[C:10](=[O:20])[NH:9]2)=[CH:5][CH:4]=1.[NH2:23][C@@H:24]([CH2:27][C:28]1[CH:33]=[CH:32][CH:31]=[CH:30][CH:29]=1)[CH2:25][OH:26].C(O)(C(F)(F)F)=O. (5) Given the product [Cl:22][CH2:21][CH2:20][CH2:19][O:1][C:2]1[CH:3]=[CH:4][C:5]([C:6]([O:8][CH3:9])=[O:7])=[CH:10][CH:11]=1, predict the reactants needed to synthesize it. The reactants are: [OH:1][C:2]1[CH:11]=[CH:10][C:5]([C:6]([O:8][CH3:9])=[O:7])=[CH:4][CH:3]=1.C(=O)([O-])[O-].[K+].[K+].Br[CH2:19][CH2:20][CH2:21][Cl:22]. (6) Given the product [CH:2]([O:4][C:7]1[N:12]=[C:11]([O:13][CH:14]([CH3:16])[CH3:15])[N:10]=[C:9]([NH:17][C:18]2[CH:23]=[CH:22][C:21]([N:24]3[CH:28]=[C:27]([CH3:29])[N:26]=[CH:25]3)=[C:20]([O:30][CH3:31])[CH:19]=2)[N:8]=1)([CH3:3])[CH3:1], predict the reactants needed to synthesize it. The reactants are: [CH3:1][CH:2]([OH:4])[CH3:3].[Na].Cl[C:7]1[N:12]=[C:11]([O:13][CH:14]([CH3:16])[CH3:15])[N:10]=[C:9]([NH:17][C:18]2[CH:23]=[CH:22][C:21]([N:24]3[CH:28]=[C:27]([CH3:29])[N:26]=[CH:25]3)=[C:20]([O:30][CH3:31])[CH:19]=2)[N:8]=1. (7) Given the product [N:19]1([CH2:18][CH2:17][O:1][CH2:2][CH:3]2[CH2:8][CH2:7][N:6]([C:9]([O:11][C:12]([CH3:15])([CH3:14])[CH3:13])=[O:10])[CH2:5][CH2:4]2)[CH2:23][CH2:22][CH2:21][CH2:20]1, predict the reactants needed to synthesize it. The reactants are: [OH:1][CH2:2][CH:3]1[CH2:8][CH2:7][N:6]([C:9]([O:11][C:12]([CH3:15])([CH3:14])[CH3:13])=[O:10])[CH2:5][CH2:4]1.Cl[CH2:17][CH2:18][N:19]1[CH2:23][CH2:22][CH2:21][CH2:20]1. (8) Given the product [Cl:16][C:13]1[CH:14]=[CH:15][C:10]([C:4]2[CH:5]=[CH:6][C:7]([CH2:8][CH3:9])=[C:2]([CH:21]3[C:20](=[O:26])[CH:19]4[CH2:24][CH:23]([C:18]4([CH3:17])[CH3:27])[C:22]3=[O:25])[CH:3]=2)=[CH:11][CH:12]=1, predict the reactants needed to synthesize it. The reactants are: Br[C:2]1[CH:3]=[C:4]([C:10]2[CH:15]=[CH:14][C:13]([Cl:16])=[CH:12][CH:11]=2)[CH:5]=[CH:6][C:7]=1[CH2:8][CH3:9].[CH3:17][C:18]1([CH3:27])[CH:23]2[CH2:24][CH:19]1[C:20](=[O:26])[CH2:21][C:22]2=[O:25].P([O-])([O-])([O-])=O.[K+].[K+].[K+]. (9) Given the product [CH2:18]([O:17][C:15]([C:4]1[NH:3][C:2]([CH3:1])=[C:6]([CH2:7][CH2:8][C:9]([OH:11])=[O:10])[C:5]=1[CH3:14])=[O:16])[CH3:19], predict the reactants needed to synthesize it. The reactants are: [CH3:1][C:2]1[NH:3][C:4]([C:15]([O:17][CH2:18][CH3:19])=[O:16])=[C:5]([CH3:14])[C:6]=1[CH2:7][CH2:8][C:9]([O:11]CC)=[O:10].[OH-].[K+].